Regression. Given a peptide amino acid sequence and an MHC pseudo amino acid sequence, predict their binding affinity value. This is MHC class I binding data. From a dataset of Peptide-MHC class I binding affinity with 185,985 pairs from IEDB/IMGT. (1) The peptide sequence is LLIDDSFSS. The MHC is HLA-B08:01 with pseudo-sequence HLA-B08:01. The binding affinity (normalized) is 0.0847. (2) The peptide sequence is FTNKLINGY. The MHC is HLA-A02:06 with pseudo-sequence HLA-A02:06. The binding affinity (normalized) is 0.0847. (3) The peptide sequence is SSLLNNQF. The MHC is H-2-Db with pseudo-sequence H-2-Db. The binding affinity (normalized) is 0. (4) The peptide sequence is LENFRAYVDG. The MHC is HLA-B44:03 with pseudo-sequence HLA-B44:03. The binding affinity (normalized) is 0.122. (5) The peptide sequence is SEIDLILGY. The MHC is HLA-B44:02 with pseudo-sequence HLA-B44:02. The binding affinity (normalized) is 0.675. (6) The peptide sequence is ILKPRIDKT. The MHC is HLA-A02:01 with pseudo-sequence HLA-A02:01. The binding affinity (normalized) is 0. (7) The peptide sequence is RFAPPCKPLL. The MHC is Patr-A0901 with pseudo-sequence Patr-A0901. The binding affinity (normalized) is 0.716. (8) The MHC is HLA-B44:02 with pseudo-sequence HLA-B44:02. The binding affinity (normalized) is 0.0847. The peptide sequence is NLFDWMHFL.